This data is from Reaction yield outcomes from USPTO patents with 853,638 reactions. The task is: Predict the reaction yield, written as a fraction of the theoretical maximum amount of product (1.0 means a 100% yield; for example, 0.34 means a 34% yield). (1) The reactants are [C:1]1([CH2:7][CH2:8][C:9]([OH:11])=O)[CH2:6][CH2:5][CH2:4][CH2:3][CH:2]=1.C1(P(C2C=CC=CC=2)C2C=CC=CC=2)C=CC=CC=1.[CH:31]1[CH:36]=[C:35]([S:37][S:37][C:35]2[N:34]=[CH:33][CH:32]=[CH:31][CH:36]=2)[N:34]=[CH:33][CH:32]=1. The catalyst is C(Cl)Cl. The product is [N:34]1[CH:33]=[CH:32][CH:31]=[CH:36][C:35]=1[S:37][C:9](=[O:11])[CH2:8][CH2:7][C:1]1[CH2:6][CH2:5][CH2:4][CH2:3][CH:2]=1. The yield is 0.930. (2) The reactants are [OH:1][N:2]=[C:3](Cl)[C:4]1[C:8]([NH:9][CH2:10][CH2:11][O:12][CH3:13])=[N:7][O:6][N:5]=1.[Br:15][C:16]1[CH:17]=[C:18]([CH:20]=[CH:21][C:22]=1[F:23])[NH2:19].C(=O)(O)[O-].[Na+]. The catalyst is O. The product is [Br:15][C:16]1[CH:17]=[C:18]([NH:19][C:3]([C:4]2[C:8]([NH:9][CH2:10][CH2:11][O:12][CH3:13])=[N:7][O:6][N:5]=2)=[N:2][OH:1])[CH:20]=[CH:21][C:22]=1[F:23]. The yield is 0.980. (3) The reactants are C[O:2][C:3](=O)[CH2:4][C:5]1[C:6](=[O:17])[N:7]([CH2:10][C:11]2[CH:16]=[CH:15][CH:14]=[CH:13][CH:12]=2)[CH2:8][CH:9]=1.[NH2:19][O:20][K].C(O)(=O)C. The catalyst is CO.CO.C(Cl)(Cl)Cl. The product is [CH2:10]([N:7]1[CH2:8][CH:9]=[C:5]([CH2:4][C:3]([NH:19][OH:20])=[O:2])[C:6]1=[O:17])[C:11]1[CH:16]=[CH:15][CH:14]=[CH:13][CH:12]=1. The yield is 0.480. (4) The reactants are [F:1][C:2]1[CH:7]=[CH:6][CH:5]=[C:4]([CH3:8])[C:3]=1[N+:9]([O-:11])=[O:10].C(O)(C(F)(F)F)=O.OS(O)(=O)=O.C1C(=O)N([Br:31])C(=O)C1.C([O-])(O)=O.[Na+]. The catalyst is O. The product is [Br:31][C:5]1[CH:6]=[CH:7][C:2]([F:1])=[C:3]([N+:9]([O-:11])=[O:10])[C:4]=1[CH3:8]. The yield is 0.970. (5) The reactants are [CH2:1]([N:5]1[C:14](=[O:15])[C:13]([C:16]([OH:18])=O)=[C:12]2[C:7]([CH2:8][CH2:9][CH2:10][CH2:11]2)=[CH:6]1)[CH2:2][CH2:3][CH3:4].S(Cl)(Cl)=O.[CH2:23]([NH2:30])[C:24]1[CH:29]=[CH:28][CH:27]=[CH:26][CH:25]=1.Cl. The catalyst is C1(C)C=CC=CC=1.C(Cl)Cl.CN(C=O)C. The product is [CH2:23]([NH:30][C:16]([C:13]1[C:14](=[O:15])[N:5]([CH2:1][CH2:2][CH2:3][CH3:4])[CH:6]=[C:7]2[C:12]=1[CH2:11][CH2:10][CH2:9][CH2:8]2)=[O:18])[C:24]1[CH:29]=[CH:28][CH:27]=[CH:26][CH:25]=1. The yield is 0.740. (6) The reactants are C(OC(=O)[NH:7][C@H:8]([C:19]1[N:23]([C:24]2[CH:29]=[CH:28][CH:27]=[CH:26][CH:25]=2)[C:22]2[CH:30]=[C:31]([F:34])[CH:32]=[CH:33][C:21]=2[N:20]=1)[C@H:9]([O:11][CH2:12][C:13]1[CH:18]=[CH:17][CH:16]=[CH:15][CH:14]=1)[CH3:10])(C)(C)C.C(O)(C(F)(F)F)=O. The catalyst is C(Cl)Cl. The product is [CH2:12]([O:11][C@H:9]([CH3:10])[C@H:8]([NH2:7])[C:19]1[N:23]([C:24]2[CH:29]=[CH:28][CH:27]=[CH:26][CH:25]=2)[C:22]2[CH:30]=[C:31]([F:34])[CH:32]=[CH:33][C:21]=2[N:20]=1)[C:13]1[CH:14]=[CH:15][CH:16]=[CH:17][CH:18]=1. The yield is 0.130. (7) The reactants are [Cl:1][C:2]1[CH:3]=[C:4]([NH:9][C:10]2[C:19]3[C:14](=[CH:15][C:16]([C:21]#[C:22][CH:23]4[CH2:27][CH2:26][O:25][CH2:24]4)=[C:17]([NH2:20])[CH:18]=3)[N:13]=[CH:12][N:11]=2)[CH:5]=[CH:6][C:7]=1[F:8].[Br:28][CH2:29]/[CH:30]=[CH:31]/[C:32](Cl)=[O:33]. The catalyst is C1COCC1. The product is [Br:28][CH2:29]/[CH:30]=[CH:31]/[C:32]([NH:20][C:17]1[CH:18]=[C:19]2[C:14](=[CH:15][C:16]=1[C:21]#[C:22][CH:23]1[CH2:27][CH2:26][O:25][CH2:24]1)[N:13]=[CH:12][N:11]=[C:10]2[NH:9][C:4]1[CH:5]=[CH:6][C:7]([F:8])=[C:2]([Cl:1])[CH:3]=1)=[O:33]. The yield is 0.510. (8) The reactants are C(OC([NH:8][C@@H:9]([CH3:35])[C:10]([O:12][CH2:13][CH2:14][CH2:15][CH2:16][CH2:17][CH2:18][CH2:19][CH2:20][CH2:21][CH2:22][CH2:23][CH2:24][CH2:25][CH2:26][CH2:27][CH2:28][CH2:29][CH2:30][CH2:31][CH2:32][CH2:33][CH3:34])=[O:11])=O)(C)(C)C.[F:36][C:37]([F:42])([F:41])[C:38]([OH:40])=[O:39]. No catalyst specified. The product is [F:36][C:37]([F:42])([F:41])[C:38]([O-:40])=[O:39].[CH2:13]([O:12][C:10](=[O:11])[C@@H:9]([NH3+:8])[CH3:35])[CH2:14][CH2:15][CH2:16][CH2:17][CH2:18][CH2:19][CH2:20][CH2:21][CH2:22][CH2:23][CH2:24][CH2:25][CH2:26][CH2:27][CH2:28][CH2:29][CH2:30][CH2:31][CH2:32][CH2:33][CH3:34]. The yield is 0.790.